This data is from Full USPTO retrosynthesis dataset with 1.9M reactions from patents (1976-2016). The task is: Predict the reactants needed to synthesize the given product. (1) The reactants are: [F:1][C:2]([F:15])([F:14])[O:3][C:4]1[CH:13]=[CH:12][C:7]2[N:8]=[C:9]([NH2:11])[S:10][C:6]=2[CH:5]=1.[CH2:16]([N:20]=[C:21]=[S:22])[CH2:17][CH2:18][CH3:19]. Given the product [CH2:16]([NH:20][C:21]([NH:11][C:9]1[S:10][C:6]2[CH:5]=[C:4]([O:3][C:2]([F:1])([F:14])[F:15])[CH:13]=[CH:12][C:7]=2[N:8]=1)=[S:22])[CH2:17][CH2:18][CH3:19], predict the reactants needed to synthesize it. (2) Given the product [Cl:1][C:2]1[C:3]([NH:11][C:12]2[CH:13]=[N:14][C:15]([CH3:18])=[CH:16][CH:17]=2)=[N:4][CH:5]=[C:6]([C:7]2[NH:26][C:23]3[CH:24]=[CH:25][C:20]([F:19])=[CH:21][C:22]=3[N:27]=2)[CH:10]=1, predict the reactants needed to synthesize it. The reactants are: [Cl:1][C:2]1[C:3]([NH:11][C:12]2[CH:13]=[N:14][C:15]([CH3:18])=[CH:16][CH:17]=2)=[N:4][CH:5]=[C:6]([CH:10]=1)[C:7](O)=O.[F:19][C:20]1[CH:25]=[CH:24][C:23]([NH2:26])=[C:22]([NH2:27])[CH:21]=1. (3) Given the product [F:1][C:2]1[CH:3]=[C:4]([N:9]2[CH2:13][CH:12]([CH2:14][NH:15][C:16](=[O:18])[CH3:17])[O:11][C:10]2=[O:19])[CH:5]=[CH:6][C:7]=1[C:25]1[CH:26]=[CH:27][C:22]([CH2:21][OH:20])=[CH:23][CH:24]=1, predict the reactants needed to synthesize it. The reactants are: [F:1][C:2]1[CH:3]=[C:4]([N:9]2[CH2:13][CH:12]([CH2:14][NH:15][C:16](=[O:18])[CH3:17])[O:11][C:10]2=[O:19])[CH:5]=[CH:6][C:7]=1I.[OH:20][CH2:21][C:22]1[CH:27]=[CH:26][C:25](B(O)O)=[CH:24][CH:23]=1.C(=O)([O-])[O-].[K+].[K+].C(O)C. (4) Given the product [CH2:15]([O:14][C@H:13]1[C@H:9]([O:8][CH2:1][C:2]2[CH:7]=[CH:6][CH:5]=[CH:4][CH:3]=2)[C@@H:10]([CH2:34][O:35][CH2:36][C:37]2[CH:42]=[CH:41][CH:40]=[CH:39][CH:38]=2)[NH:11][C@@H:12]1[CH2:22][C:23]([NH:25][CH3:26])=[O:24])[C:16]1[CH:21]=[CH:20][CH:19]=[CH:18][CH:17]=1, predict the reactants needed to synthesize it. The reactants are: [CH2:1]([O:8][C@H:9]1[C@H:13]([O:14][CH2:15][C:16]2[CH:21]=[CH:20][CH:19]=[CH:18][CH:17]=2)[C@@H:12]([CH2:22][C:23]([NH:25][CH3:26])=[O:24])[N:11](C(OC(C)(C)C)=O)[C@@H:10]1[CH2:34][O:35][CH2:36][C:37]1[CH:42]=[CH:41][CH:40]=[CH:39][CH:38]=1)[C:2]1[CH:7]=[CH:6][CH:5]=[CH:4][CH:3]=1.Cl. (5) Given the product [F:25][C:26]1[CH:31]=[CH:30][C:29]([NH:32][C:33]2[C:34]3[C:41]([CH3:42])=[C:40]([C:43]([NH:63][CH2:64][CH2:65][CH2:66][NH:67][CH3:68])=[O:45])[S:39][C:35]=3[N:36]=[CH:37][N:38]=2)=[C:28]([O:47][CH:48]2[CH2:53][CH2:52][O:51][CH2:50][CH2:49]2)[CH:27]=1, predict the reactants needed to synthesize it. The reactants are: CN(C(ON1N=NC2C=CC=NC1=2)=[N+](C)C)C.F[P-](F)(F)(F)(F)F.[F:25][C:26]1[CH:31]=[CH:30][C:29]([NH:32][C:33]2[C:34]3[C:41]([CH3:42])=[C:40]([C:43]([O:45]C)=O)[S:39][C:35]=3[N:36]=[CH:37][N:38]=2)=[C:28]([O:47][CH:48]2[CH2:53][CH2:52][O:51][CH2:50][CH2:49]2)[CH:27]=1.CCN(C(C)C)C(C)C.[NH2:63][CH2:64][CH2:65][CH2:66][N:67](C)[C:68](=O)OC(C)(C)C.FC(F)(F)C(O)=O. (6) Given the product [Cl:1][C:2]1[CH:3]=[C:4]([C:8]2[N:13]=[C:12]([CH2:14][C:15]3[CH:16]=[CH:17][C:18]([CH2:21][C:22]([NH2:31])=[O:24])=[CH:19][CH:20]=3)[CH:11]=[C:10]([C:26]([F:27])([F:28])[F:29])[N:9]=2)[CH:5]=[CH:6][CH:7]=1, predict the reactants needed to synthesize it. The reactants are: [Cl:1][C:2]1[CH:3]=[C:4]([C:8]2[N:13]=[C:12]([CH2:14][C:15]3[CH:20]=[CH:19][C:18]([CH2:21][C:22]([O:24]C)=O)=[CH:17][CH:16]=3)[CH:11]=[C:10]([C:26]([F:29])([F:28])[F:27])[N:9]=2)[CH:5]=[CH:6][CH:7]=1.[Cl-].[NH4+:31].N. (7) Given the product [CH3:1][O:2][C:3]1[CH:8]=[CH:7][C:6]([N:9]2[C:10]3[CH:15]=[CH:14][N:13]=[CH:12][C:11]=3[N:16]=[C:18]2[CH3:19])=[C:5]([CH3:17])[CH:4]=1, predict the reactants needed to synthesize it. The reactants are: [CH3:1][O:2][C:3]1[CH:8]=[CH:7][C:6]([NH:9][C:10]2[CH:15]=[CH:14][N:13]=[CH:12][C:11]=2[NH2:16])=[C:5]([CH3:17])[CH:4]=1.[C:18](OC(=O)C)(=O)[CH3:19].C(OCC)(OCC)(OCC)C.